From a dataset of Catalyst prediction with 721,799 reactions and 888 catalyst types from USPTO. Predict which catalyst facilitates the given reaction. (1) Reactant: [Cl:1][C:2]1[CH:7]=[C:6]([N+:8]([O-:10])=[O:9])[CH:5]=[CH:4][C:3]=1[CH2:11]Cl.[CH2:13]([NH:15][CH2:16][CH3:17])[CH3:14]. Product: [Cl:1][C:2]1[CH:7]=[C:6]([N+:8]([O-:10])=[O:9])[CH:5]=[CH:4][C:3]=1[CH2:11][N:15]([CH2:16][CH3:17])[CH2:13][CH3:14]. The catalyst class is: 1. (2) Reactant: [F:1][C:2]1[CH:3]=[C:4]([C:9]2[CH:10]=[C:11]([C:16]([O:18][CH3:19])=[O:17])[C:12](=[O:15])[NH:13][N:14]=2)[CH:5]=[CH:6][C:7]=1[CH3:8].C(=O)([O-])[O-].[K+].[K+].[CH2:26](Br)[CH:27]([CH3:29])[CH3:28].C(=O)([O-])O.[Na+]. Product: [F:1][C:2]1[CH:3]=[C:4]([C:9]2[CH:10]=[C:11]([C:16]([O:18][CH3:19])=[O:17])[C:12](=[O:15])[N:13]([CH2:26][CH:27]([CH3:29])[CH3:28])[N:14]=2)[CH:5]=[CH:6][C:7]=1[CH3:8]. The catalyst class is: 9. (3) Reactant: [CH3:1][C:2]1[C:3]([C:17](=[O:19])[CH3:18])=[CH:4][C:5]2[C:6]([CH3:16])([CH3:15])[CH2:7][CH:8]([CH3:14])[C:9]([CH3:13])([CH3:12])[C:10]=2[CH:11]=1.[H-].[H-].[H-].[H-].[Li+].[Al+3].O. Product: [CH3:1][C:2]1[C:3]([CH:17]([OH:19])[CH3:18])=[CH:4][C:5]2[C:6]([CH3:16])([CH3:15])[CH2:7][CH:8]([CH3:14])[C:9]([CH3:12])([CH3:13])[C:10]=2[CH:11]=1. The catalyst class is: 28. (4) The catalyst class is: 11. Reactant: [NH2:1][C:2]1[CH:3]=[N:4][C:5]2[C:10]([C:11]=1[NH:12][CH2:13][CH2:14][CH2:15][CH2:16][CH2:17][C:18]([C:20]1[CH:25]=[CH:24][CH:23]=[CH:22][CH:21]=1)=[O:19])=[CH:9][CH:8]=[CH:7][CH:6]=2.[C:26](OC)(OC)(OC)[CH2:27][CH2:28][CH2:29][CH3:30]. Product: [CH2:27]([C:26]1[N:12]([CH2:13][CH2:14][CH2:15][CH2:16][CH2:17][C:18]([C:20]2[CH:25]=[CH:24][CH:23]=[CH:22][CH:21]=2)=[O:19])[C:11]2[C:10]3[CH:9]=[CH:8][CH:7]=[CH:6][C:5]=3[N:4]=[CH:3][C:2]=2[N:1]=1)[CH2:28][CH2:29][CH3:30].